This data is from Antibody developability classification from SAbDab with 2,409 antibodies. The task is: Regression/Classification. Given an antibody's heavy chain and light chain sequences, predict its developability. TAP uses regression for 5 developability metrics; SAbDab uses binary classification. (1) The antibody is ['EVQLVESGGGLVKPGGSLRLTCVASGFTFSDVWLNWVRQAPGKGLEWVGRIKSRTDGGTTDYAASVKGRFTISRDDSKNTLYLQMNSLKTEDTAVYSCTTDGFIMIRGVSEDYYYYYMDVWGKGTTVTVSS', 'QSVLTQPPSVSAAPGQKVTISCSGSSSNIGNNYVLWYQQFPGTAPKLLIYGNNKRPSGIPDRFSGSKSGTSATLGITGLQTGDEADYFCATWDSGLSADWVFGGGTKLTVL']. Result: 0 (not developable). (2) The antibody is ['EVRLLESGGGLVQPGGSLKLSCAASGFDYSRYWMSWVRQAPGKGLKWIGEINPVSSTINYTPSLKDKFIISRDNAKDTLYLQISKVRSEDTALYYCARLYYGYGYWYFDVWGAGTTVTVSS', 'DIVLTQSPAIMSAAPGDKVTMTCSASSSVSYIHWYQQKSGTSPKRWIYDTSKLTSGVPVRFSGSGSGTSYSLTINTMEAEDAATYYCQQWSSHPQTFGGGTKLEIL']. Result: 0 (not developable). (3) The antibody is ['QVQLVETGGGLVRPGNSLKLSCVTSGFTFSNYRMHWLRQPPGKRLEWIAVITVKSDIYGANYAESVKGRFTISRDDSKSSVYLQMSRLREEDTATYYCSRSRGRTLDYWGQGTSVTVSS', 'EEVLTQSPAIMSASPGEKVTMTCSVSSSVNYMHWYQQKSSTSPKLWIYDTSNLASGVPGRFSGSGSGISYSLTISSMEAEDVATYYCFQGSGYPLTFGGGTKLEIK']. Result: 0 (not developable).